Task: Predict the reactants needed to synthesize the given product.. Dataset: Full USPTO retrosynthesis dataset with 1.9M reactions from patents (1976-2016) (1) The reactants are: [NH2:1][C:2]1[N:10]=[CH:9][CH:8]=[CH:7][C:3]=1[C:4]([OH:6])=O.ON1C2C=CC=CC=2N=N1.CCN=C=NCCCN(C)C.[F:32][C:33]([F:50])([F:49])[C:34]1[CH:48]=[CH:47][C:37]([O:38][C:39]2[CH:46]=[CH:45][C:42]([CH2:43][NH2:44])=[CH:41][CH:40]=2)=[CH:36][CH:35]=1.C(=O)(O)[O-].[Na+]. Given the product [F:32][C:33]([F:49])([F:50])[C:34]1[CH:48]=[CH:47][C:37]([O:38][C:39]2[CH:46]=[CH:45][C:42]([CH2:43][NH:44][C:4](=[O:6])[C:3]3[CH:7]=[CH:8][CH:9]=[N:10][C:2]=3[NH2:1])=[CH:41][CH:40]=2)=[CH:36][CH:35]=1, predict the reactants needed to synthesize it. (2) The reactants are: [CH3:1][C:2]1[CH:11]=[C:10]([S:12][CH3:13])[C:9]2[CH2:8][CH2:7][CH2:6][C:5](=[O:14])[C:4]=2[N:3]=1.C(=O)(O)[O-:16].[Na+].ClC1C=CC=C(C(OO)=O)C=1.[OH2:31]. Given the product [CH3:13][S:12]([C:10]1[C:9]2[CH2:8][CH2:7][CH2:6][C:5](=[O:14])[C:4]=2[N:3]=[C:2]([CH3:1])[CH:11]=1)(=[O:16])=[O:31], predict the reactants needed to synthesize it. (3) Given the product [CH3:12][S:13]([CH2:8][C:7]1[CH:10]=[CH:11][C:4]([N+:1]([O-:3])=[O:2])=[CH:5][CH:6]=1)(=[O:15])=[O:14], predict the reactants needed to synthesize it. The reactants are: [N+:1]([C:4]1[CH:11]=[CH:10][C:7]([CH2:8]Br)=[CH:6][CH:5]=1)([O-:3])=[O:2].[CH3:12][S:13]([O-:15])=[O:14].[Na+]. (4) Given the product [CH2:13]([N:15]1[C:19]2[N:20]=[C:21]([C:31]3[CH:37]=[CH:36][C:34]([NH:35][C:2]([NH:38][C:39]4[CH:44]=[CH:43][C:42]([CH2:45][CH2:46][OH:47])=[CH:41][CH:40]=4)=[O:4])=[CH:33][CH:32]=3)[N:22]=[C:23]([N:24]3[CH2:29][CH2:28][O:27][CH2:26][C@@H:25]3[CH3:30])[C:18]=2[N:17]=[N:16]1)[CH3:14], predict the reactants needed to synthesize it. The reactants are: Cl[C:2](Cl)([O:4]C(=O)OC(Cl)(Cl)Cl)Cl.[CH2:13]([N:15]1[C:19]2[N:20]=[C:21]([C:31]3[CH:37]=[CH:36][C:34]([NH2:35])=[CH:33][CH:32]=3)[N:22]=[C:23]([N:24]3[CH2:29][CH2:28][O:27][CH2:26][C@@H:25]3[CH3:30])[C:18]=2[N:17]=[N:16]1)[CH3:14].[NH2:38][C:39]1[CH:44]=[CH:43][C:42]([CH2:45][CH2:46][OH:47])=[CH:41][CH:40]=1.CCN(CC)CC. (5) Given the product [CH3:24][C:25]1([CH3:41])[C:33]2[C:28](=[CH:29][CH:30]=[C:31]([N:34]3[C:38](=[O:39])[C:37](=[N:20][NH:2][C:3]4[C:4]([OH:19])=[C:5]([C:10]5[CH:15]=[CH:14][CH:13]=[C:12]([C:16]([OH:18])=[O:17])[CH:11]=5)[CH:6]=[C:7]([F:9])[CH:8]=4)[C:36]([CH3:40])=[N:35]3)[CH:32]=2)[CH2:27][CH2:26]1, predict the reactants needed to synthesize it. The reactants are: Cl.[NH2:2][C:3]1[C:4]([OH:19])=[C:5]([C:10]2[CH:15]=[CH:14][CH:13]=[C:12]([C:16]([OH:18])=[O:17])[CH:11]=2)[CH:6]=[C:7]([F:9])[CH:8]=1.[N:20]([O-])=O.[Na+].[CH3:24][C:25]1([CH3:41])[C:33]2[C:28](=[CH:29][CH:30]=[C:31]([N:34]3[C:38](=[O:39])[CH2:37][C:36]([CH3:40])=[N:35]3)[CH:32]=2)[CH2:27][CH2:26]1.C(=O)(O)[O-].[Na+]. (6) Given the product [CH2:9]([NH:20][C:1](=[O:8])[CH2:2][CH2:3][CH2:4][CH:5]=[CH2:6])[CH2:10][CH2:11][CH2:12][CH2:13][CH2:14][CH2:15][CH2:16][CH2:17][CH:18]=[CH2:19], predict the reactants needed to synthesize it. The reactants are: [C:1]([OH:8])(=O)[CH2:2][CH2:3][CH2:4][CH:5]=[CH2:6].[CH2:9]([NH2:20])[CH2:10][CH2:11][CH2:12][CH2:13][CH2:14][CH2:15][CH2:16][CH2:17][CH:18]=[CH2:19]. (7) Given the product [CH3:8][N:9]1[CH2:10][CH2:11][N:12]([C:15]2[CH:20]=[CH:19][C:18]([NH:21][C:22]3[N:23]=[CH:24][C:25]4[C:48](=[O:49])[N:29]5[N:30]([C:42]6[CH:47]=[CH:46][CH:45]=[CH:44][N:43]=6)[C:31]6[CH:32]=[C:33]([O:37][CH2:38][C:39]([NH2:55])=[O:40])[CH:34]=[CH:35][C:36]=6[C:28]5=[N:27][C:26]=4[N:50]=3)=[CH:17][CH:16]=2)[CH2:13][CH2:14]1, predict the reactants needed to synthesize it. The reactants are: FC(F)(F)C(O)=O.[CH3:8][N:9]1[CH2:14][CH2:13][N:12]([C:15]2[CH:20]=[CH:19][C:18]([NH:21][C:22]3[N:23]=[CH:24][C:25]4[C:48](=[O:49])[N:29]5[N:30]([C:42]6[CH:47]=[CH:46][CH:45]=[CH:44][N:43]=6)[C:31]6[CH:32]=[C:33]([O:37][CH2:38][C:39](O)=[O:40])[CH:34]=[CH:35][C:36]=6[C:28]5=[N:27][C:26]=4[N:50]=3)=[CH:17][CH:16]=2)[CH2:11][CH2:10]1.[Cl-].[NH4+].Cl.C[N:55](C)CCCN=C=NCC.O.ON1C2C=CC=CC=2N=N1.